From a dataset of Forward reaction prediction with 1.9M reactions from USPTO patents (1976-2016). Predict the product of the given reaction. (1) Given the reactants C(O)(C(F)(F)F)=O.CC([CH:12]1[CH2:17][N:16]([CH:18]([C:37]2[CH:42]=[CH:41][CH:40]=[CH:39][N:38]=2)[C:19]([NH:21][NH:22][C:23]2[CH:28]=[C:27]([C:29]([F:32])([F:31])[F:30])[CH:26]=[C:25]([C:33]([F:36])([F:35])[F:34])[CH:24]=2)=[O:20])[CH2:15][CH2:14][N:13]1C([O-])=O)(C)C, predict the reaction product. The product is: [F:36][C:33]([F:34])([F:35])[C:25]1[CH:24]=[C:23]([NH:22][NH:21][C:19](=[O:20])[CH:18]([N:16]2[CH2:17][CH2:12][NH:13][CH2:14][CH2:15]2)[C:37]2[CH:42]=[CH:41][CH:40]=[CH:39][N:38]=2)[CH:28]=[C:27]([C:29]([F:30])([F:31])[F:32])[CH:26]=1. (2) Given the reactants [C:1]1([N:7]2[C:25](=[O:26])[C:10]3=[CH:11][NH:12][C:13]4[CH:14]=[CH:15][C:16](N5CCNCC5)=[N:17][C:18]=4[C:9]3=[N:8]2)[CH:6]=[CH:5][CH:4]=[CH:3][CH:2]=1.[OH:27][CH2:28][CH:29]1[CH2:34][CH2:33][CH2:32][NH:31][CH2:30]1, predict the reaction product. The product is: [OH:27][CH2:28][CH:29]1[CH2:34][CH2:33][CH2:32][N:31]([C:16]2[CH:15]=[CH:14][C:13]3[NH:12][CH:11]=[C:10]4[C:25](=[O:26])[N:7]([C:1]5[CH:6]=[CH:5][CH:4]=[CH:3][CH:2]=5)[N:8]=[C:9]4[C:18]=3[N:17]=2)[CH2:30]1. (3) Given the reactants [CH3:1][O:2][C:3]([CH2:5][N:6]1[N:10]=[N:9][C:8](/[CH:11]=[C:12]2\[CH2:13][N:14]([C:19]([C:32]3[CH:37]=[CH:36][CH:35]=[CH:34][CH:33]=3)([C:26]3[CH:31]=[CH:30][CH:29]=[CH:28][CH:27]=3)[C:20]3[CH:25]=[CH:24][CH:23]=[CH:22][CH:21]=3)[CH2:15][CH2:16][CH:17]\2O)=[N:7]1)=[O:4].[C:38]([OH:41])(=[S:40])[CH3:39].C(OC(OCC(C)(C)C)N(C)C)C(C)(C)C, predict the reaction product. The product is: [C:38]([S:40][CH:17]1[CH2:16][CH2:15][N:14]([C:19]([C:26]2[CH:31]=[CH:30][CH:29]=[CH:28][CH:27]=2)([C:32]2[CH:37]=[CH:36][CH:35]=[CH:34][CH:33]=2)[C:20]2[CH:21]=[CH:22][CH:23]=[CH:24][CH:25]=2)[CH2:13]/[C:12]/1=[CH:11]\[C:8]1[N:9]=[N:10][N:6]([CH2:5][C:3]([O:2][CH3:1])=[O:4])[N:7]=1)(=[O:41])[CH3:39].